From a dataset of Catalyst prediction with 721,799 reactions and 888 catalyst types from USPTO. Predict which catalyst facilitates the given reaction. (1) Reactant: [AlH4-].[Li+].[CH2:3]([O:6][C:7]([N:9]([CH2:19][C:20]1([C:33](OC)=[O:34])[CH2:25][CH2:24][N:23]([C:26]([O:28][C:29]([CH3:32])([CH3:31])[CH3:30])=[O:27])[CH2:22][CH2:21]1)[C@@H:10]1[CH2:12][C@H:11]1[C:13]1[CH:18]=[CH:17][CH:16]=[CH:15][CH:14]=1)=[O:8])[CH:4]=[CH2:5]. Product: [CH2:3]([O:6][C:7]([N:9]([CH2:19][C:20]1([CH2:33][OH:34])[CH2:21][CH2:22][N:23]([C:26]([O:28][C:29]([CH3:31])([CH3:30])[CH3:32])=[O:27])[CH2:24][CH2:25]1)[C@@H:10]1[CH2:12][C@H:11]1[C:13]1[CH:18]=[CH:17][CH:16]=[CH:15][CH:14]=1)=[O:8])[CH:4]=[CH2:5]. The catalyst class is: 7. (2) Reactant: Cl[C:2]1[N:7]=[C:6]([NH:8][C@@H:9]2[CH2:14][CH2:13][C@@H:12]([CH3:15])[C@H:11]([OH:16])[CH2:10]2)[C:5]([C:17]([NH2:19])=[O:18])=[CH:4][N:3]=1.[C:20]([NH2:24])([CH3:23])([CH3:22])[CH3:21]. Product: [C:20]([NH:24][C:2]1[N:7]=[C:6]([NH:8][C@@H:9]2[CH2:14][CH2:13][C@@H:12]([CH3:15])[C@H:11]([OH:16])[CH2:10]2)[C:5]([C:17]([NH2:19])=[O:18])=[CH:4][N:3]=1)([CH3:23])([CH3:22])[CH3:21]. The catalyst class is: 16. (3) Reactant: [CH3:1][O:2][C:3](=[O:19])[CH2:4][CH2:5][NH:6][S:7]([C:10]1[CH:15]=[CH:14][C:13](Br)=[CH:12][C:11]=1[CH2:17][CH3:18])(=[O:9])=[O:8].[C:20]([Cu])#[N:21].O. Product: [CH3:1][O:2][C:3](=[O:19])[CH2:4][CH2:5][NH:6][S:7]([C:10]1[CH:15]=[CH:14][C:13]([C:20]#[N:21])=[CH:12][C:11]=1[CH2:17][CH3:18])(=[O:9])=[O:8]. The catalyst class is: 60. (4) Product: [CH2:1]([O:8][C:9]([C:11]1[C:19]2[C:14](=[CH:15][CH:16]=[C:17]([O:20][CH2:21][CH2:22][N:28]([CH2:29][CH2:30][CH3:31])[CH2:25][CH2:26][CH3:27])[CH:18]=2)[NH:13][C:12]=1[CH3:24])=[O:10])[C:2]1[CH:7]=[CH:6][CH:5]=[CH:4][CH:3]=1. The catalyst class is: 291. Reactant: [CH2:1]([O:8][C:9]([C:11]1[C:19]2[C:14](=[CH:15][CH:16]=[C:17]([O:20][CH2:21][CH2:22]Cl)[CH:18]=2)[NH:13][C:12]=1[CH3:24])=[O:10])[C:2]1[CH:7]=[CH:6][CH:5]=[CH:4][CH:3]=1.[CH2:25]([NH:28][CH2:29][CH2:30][CH3:31])[CH2:26][CH3:27]. (5) Reactant: C(=O)([O-])[O-].[K+].[K+].[Cl:7][C:8]1[CH:13]=[C:12]([OH:14])[CH:11]=[C:10]([Cl:15])[N:9]=1.C(OC[C:21](Br)([F:23])[F:22])(=O)C.CN(C)C=O. Product: [Cl:7][C:8]1[CH:13]=[C:12]([O:14][CH:21]([F:23])[F:22])[CH:11]=[C:10]([Cl:15])[N:9]=1. The catalyst class is: 6. (6) Reactant: [I:1][C:2]1[CH:10]=[CH:9][C:8]([S:11]([CH3:14])(=[O:13])=[O:12])=[CH:7][C:3]=1[C:4]([OH:6])=O.CN(C(ON1N=NC2C=CC=CC1=2)=[N+](C)C)C.[B-](F)(F)(F)F.C(N(C(C)C)C(C)C)C.[N:46]1([C:52]2[CH:59]=[CH:58][C:55]([C:56]#[N:57])=[CH:54][CH:53]=2)[CH2:51][CH2:50][NH:49][CH2:48][CH2:47]1. Product: [I:1][C:2]1[CH:10]=[CH:9][C:8]([S:11]([CH3:14])(=[O:13])=[O:12])=[CH:7][C:3]=1[C:4]([N:49]1[CH2:48][CH2:47][N:46]([C:52]2[CH:53]=[CH:54][C:55]([C:56]#[N:57])=[CH:58][CH:59]=2)[CH2:51][CH2:50]1)=[O:6]. The catalyst class is: 9. (7) Reactant: [NH:1]1[CH2:5][CH2:4][CH2:3][C:2]1=[O:6].[H-].[Na+].Br[CH2:10][C:11]1[CH:16]=[CH:15][C:14]([I:17])=[C:13]([F:18])[CH:12]=1. The catalyst class is: 9. Product: [F:18][C:13]1[CH:12]=[C:11]([CH2:10][N:1]2[CH2:5][CH2:4][CH2:3][C:2]2=[O:6])[CH:16]=[CH:15][C:14]=1[I:17]. (8) Reactant: Br[C:2]1[CH:7]=[CH:6][C:5]([CH2:8][C:9]#[N:10])=[CH:4][CH:3]=1.CC1(C)C(C)(C)OB([C:19]2[CH:28]=[C:27]3[C:22]([CH:23]=[CH:24][CH:25]=[N:26]3)=[CH:21][CH:20]=2)O1.C(=O)([O-])[O-].[K+].[K+]. Product: [N:26]1[C:27]2[C:22](=[CH:21][CH:20]=[C:19]([C:2]3[CH:7]=[CH:6][C:5]([CH2:8][C:9]#[N:10])=[CH:4][CH:3]=3)[CH:28]=2)[CH:23]=[CH:24][CH:25]=1. The catalyst class is: 368.